Dataset: Reaction yield outcomes from USPTO patents with 853,638 reactions. Task: Predict the reaction yield, written as a fraction of the theoretical maximum amount of product (1.0 means a 100% yield; for example, 0.34 means a 34% yield). The reactants are [C:1]1([C:7]([C:15]2[CH:20]=[CH:19][CH:18]=[CH:17][CH:16]=2)([C:9]2[CH:14]=[CH:13][CH:12]=[CH:11][CH:10]=2)O)[CH:6]=[CH:5][CH:4]=[CH:3][CH:2]=1.Cl.[NH2:22][CH2:23][CH2:24][SH:25]. The catalyst is FC(F)(F)C(O)=O. The product is [C:7]([S:25][CH2:24][CH2:23][NH2:22])([C:15]1[CH:20]=[CH:19][CH:18]=[CH:17][CH:16]=1)([C:9]1[CH:14]=[CH:13][CH:12]=[CH:11][CH:10]=1)[C:1]1[CH:6]=[CH:5][CH:4]=[CH:3][CH:2]=1. The yield is 0.850.